Dataset: Catalyst prediction with 721,799 reactions and 888 catalyst types from USPTO. Task: Predict which catalyst facilitates the given reaction. Reactant: [F:1][C:2]1[CH:7]=[C:6]([I:8])[CH:5]=[CH:4][C:3]=1[NH:9][C:10]1[N:15]2[CH:16]=[N:17][CH:18]=[C:14]2[CH:13]=[N:12][C:11]=1[C:19]([OH:21])=O.C1C=CC2N(O)N=[N:28]C=2C=1.CCN(C(C)C)C(C)C.CCN=C=NCCCN(C)C.[OH-].[NH4+]. Product: [F:1][C:2]1[CH:7]=[C:6]([I:8])[CH:5]=[CH:4][C:3]=1[NH:9][C:10]1[N:15]2[CH:16]=[N:17][CH:18]=[C:14]2[CH:13]=[N:12][C:11]=1[C:19]([NH2:28])=[O:21]. The catalyst class is: 56.